From a dataset of Catalyst prediction with 721,799 reactions and 888 catalyst types from USPTO. Predict which catalyst facilitates the given reaction. (1) Reactant: [CH3:1][CH:2]1[N:7]([CH2:8][C:9]2[N:13]([C:14]3[CH:19]=[CH:18][CH:17]=[C:16]([C:20]([F:23])([F:22])[F:21])[CH:15]=3)[N:12]=[N:11][N:10]=2)[CH2:6][CH2:5][NH:4][C:3]1=[O:24].I[CH:26]([CH3:28])[CH3:27].[H-].[Na+]. Product: [CH3:1][CH:2]1[N:7]([CH2:8][C:9]2[N:13]([C:14]3[CH:19]=[CH:18][CH:17]=[C:16]([C:20]([F:23])([F:22])[F:21])[CH:15]=3)[N:12]=[N:11][N:10]=2)[CH2:6][CH2:5][N:4]([CH:26]([CH3:28])[CH3:27])[C:3]1=[O:24]. The catalyst class is: 42. (2) Reactant: S(Cl)([Cl:4])(=O)=O.[Cl:6][C:7]1[N:11]([CH3:12])[N:10]=[C:9]([CH3:13])[C:8]=1[CH:14]=[O:15]. Product: [Cl:6][C:7]1[N:11]([CH3:12])[N:10]=[C:9]([CH3:13])[C:8]=1[C:14]([Cl:4])=[O:15]. The catalyst class is: 262. (3) Reactant: [F:1][C:2]1[CH:7]=[CH:6][C:5]([CH3:8])=[CH:4][C:3]=1[C:9]1[O:13][N:12]=[C:11]([CH:14]([OH:17])[CH2:15][CH3:16])[CH:10]=1.C(N(CC)CC)C.[CH3:25][S:26](Cl)(=[O:28])=[O:27]. Product: [F:1][C:2]1[CH:7]=[CH:6][C:5]([CH3:8])=[CH:4][C:3]=1[C:9]1[O:13][N:12]=[C:11]([CH:14]([O:17][S:26]([CH3:25])(=[O:28])=[O:27])[CH2:15][CH3:16])[CH:10]=1. The catalyst class is: 4. (4) Reactant: N(C(OC(C)C)=O)=NC(OC(C)C)=O.[C:15]([O:19][C:20]([NH:22][CH2:23][CH2:24][OH:25])=[O:21])([CH3:18])([CH3:17])[CH3:16].O=[C:27]1[CH:31]=[N:30][S:29][NH:28]1.C1(P(C2C=CC=CC=2)C2C=CC=CC=2)C=CC=CC=1. Product: [C:15]([O:19][C:20]([NH:22][CH2:23][CH2:24][O:25][C:27]1[CH:31]=[N:30][S:29][N:28]=1)=[O:21])([CH3:18])([CH3:17])[CH3:16]. The catalyst class is: 1. (5) Reactant: [NH2:1][C:2]1[CH:3]=[C:4]([CH:11]=[C:12]([S:14]([F:19])([F:18])([F:17])([F:16])[F:15])[CH:13]=1)[C:5]([N:7]([O:9][CH3:10])[CH3:8])=[O:6].C(N(CC)CC)C.[C:27](OC(=O)C)(=[O:29])[CH3:28].C(=O)([O-])O.[Na+]. Product: [C:27]([NH:1][C:2]1[CH:3]=[C:4]([CH:11]=[C:12]([S:14]([F:19])([F:15])([F:16])([F:17])[F:18])[CH:13]=1)[C:5]([N:7]([O:9][CH3:10])[CH3:8])=[O:6])(=[O:29])[CH3:28]. The catalyst class is: 34. (6) The catalyst class is: 2. Reactant: [O:1]1[C:10]2[CH:9]=[C:8]([CH2:11][N:12]([CH:20]3[CH2:25][CH2:24][N:23]([CH:26]([CH2:29][O:30][CH2:31][C:32]4[CH:37]=[CH:36][CH:35]=[CH:34][CH:33]=4)[CH2:27]O)[CH2:22][CH2:21]3)[C:13](=[O:19])[O:14][C:15]([CH3:18])([CH3:17])[CH3:16])[N:7]=[CH:6][C:5]=2[O:4][CH2:3][CH2:2]1.C(N(CC)CC)C.CS([Cl:49])(=O)=O.O. Product: [Cl:49][CH2:27][CH:26]([N:23]1[CH2:24][CH2:25][CH:20]([N:12]([CH2:11][C:8]2[N:7]=[CH:6][C:5]3[O:4][CH2:3][CH2:2][O:1][C:10]=3[CH:9]=2)[C:13](=[O:19])[O:14][C:15]([CH3:18])([CH3:17])[CH3:16])[CH2:21][CH2:22]1)[CH2:29][O:30][CH2:31][C:32]1[CH:37]=[CH:36][CH:35]=[CH:34][CH:33]=1. (7) Reactant: [CH3:1][O:2][C:3]1[CH:4]=[C:5]([CH:15]=[CH:16][C:17]=1[N+:18]([O-])=O)[O:6][CH2:7][CH2:8][N:9]1[CH2:14][CH2:13][O:12][CH2:11][CH2:10]1. Product: [CH3:1][O:2][C:3]1[CH:4]=[C:5]([O:6][CH2:7][CH2:8][N:9]2[CH2:14][CH2:13][O:12][CH2:11][CH2:10]2)[CH:15]=[CH:16][C:17]=1[NH2:18]. The catalyst class is: 29.